Dataset: Full USPTO retrosynthesis dataset with 1.9M reactions from patents (1976-2016). Task: Predict the reactants needed to synthesize the given product. (1) The reactants are: [NH2:1][C:2]1[C:11]2[N:12]=[C:13]([CH2:22][OH:23])[N:14]([CH2:15][CH:16]3[CH2:21][CH2:20][O:19][CH2:18][CH2:17]3)[C:10]=2[C:9]2[CH:8]=[CH:7][C:6](Br)=[CH:5][C:4]=2[N:3]=1.[N:25]1([C:30]([C:32]2[CH:33]=[C:34](B(O)O)[CH:35]=[CH:36][CH:37]=2)=[O:31])[CH2:29][CH2:28][CH2:27][CH2:26]1.C(=O)([O-])[O-].[K+].[K+].C(COC)OC. Given the product [NH2:1][C:2]1[C:11]2[N:12]=[C:13]([CH2:22][OH:23])[N:14]([CH2:15][CH:16]3[CH2:21][CH2:20][O:19][CH2:18][CH2:17]3)[C:10]=2[C:9]2[CH:8]=[CH:7][C:6]([C:36]3[CH:35]=[CH:34][CH:33]=[C:32]([C:30]([N:25]4[CH2:26][CH2:27][CH2:28][CH2:29]4)=[O:31])[CH:37]=3)=[CH:5][C:4]=2[N:3]=1, predict the reactants needed to synthesize it. (2) The reactants are: [NH2:1][C:2]1[CH:7]=[CH:6][C:5]([N+:8]([O-:10])=[O:9])=[CH:4][C:3]=1[OH:11].[F-].[K+].Br[CH:15]([F:21])[C:16](OCC)=[O:17]. Given the product [F:21][CH:15]1[C:16](=[O:17])[NH:1][C:2]2[CH:7]=[CH:6][C:5]([N+:8]([O-:10])=[O:9])=[CH:4][C:3]=2[O:11]1, predict the reactants needed to synthesize it. (3) Given the product [C:19]([N:8]1[C:7](=[O:23])[C:6]([NH:5][CH2:4][CH2:3][CH2:2][O:38][C:30]2[CH:31]=[C:32]([O:34][CH2:35][CH2:36][CH3:37])[CH:33]=[C:28]([O:27][CH2:24][CH2:25][CH3:26])[CH:29]=2)=[C:10]([C:11]2[CH:16]=[CH:15][CH:14]=[CH:13][CH:12]=2)[S:9]1(=[O:18])=[O:17])([CH3:22])([CH3:21])[CH3:20], predict the reactants needed to synthesize it. The reactants are: Br[CH2:2][CH2:3][CH2:4][NH:5][C:6]1[C:7](=[O:23])[N:8]([C:19]([CH3:22])([CH3:21])[CH3:20])[S:9](=[O:18])(=[O:17])[C:10]=1[C:11]1[CH:16]=[CH:15][CH:14]=[CH:13][CH:12]=1.[CH2:24]([O:27][C:28]1[CH:29]=[C:30]([OH:38])[CH:31]=[C:32]([O:34][CH2:35][CH2:36][CH3:37])[CH:33]=1)[CH2:25][CH3:26].